From a dataset of Full USPTO retrosynthesis dataset with 1.9M reactions from patents (1976-2016). Predict the reactants needed to synthesize the given product. (1) Given the product [Cl-:40].[O:41]1[C:45]2[CH:46]=[CH:47][C:48]([C:50]3[CH:55]=[C:54]([CH2:56][NH2+:57][CH2:58][CH2:59][CH2:60][NH2+:61][CH2:62][CH2:63][CH2:64][NH3+:65])[CH:53]=[C:52]([CH2:66][NH2+:67][CH2:68][CH2:69][CH2:70][NH2+:71][CH2:72][CH2:73][CH2:74][NH3+:75])[CH:51]=3)=[CH:49][C:44]=2[O:43][CH2:42]1.[Cl-:40].[Cl-:40].[Cl-:40].[Cl-:40].[Cl-:40], predict the reactants needed to synthesize it. The reactants are: C1C(C=O)=CC(Br)=CC=1C=O.O1C2C=CC(B(O)O)=CC=2OC1.NCCCNCCCNC(=O)OC(C)(C)C.[ClH:40].[O:41]1[C:45]2[CH:46]=[CH:47][C:48]([C:50]3[CH:51]=[C:52]([CH2:66][NH:67][CH2:68][CH2:69][CH2:70][NH:71][CH2:72][CH2:73][CH2:74][NH2:75])[CH:53]=[C:54]([CH2:56][NH:57][CH2:58][CH2:59][CH2:60][NH:61][CH2:62][CH2:63][CH2:64][NH2:65])[CH:55]=3)=[CH:49][C:44]=2[O:43][CH2:42]1. (2) Given the product [ClH:1].[Cl:1][C:2]1[CH:12]=[CH:11][C:10]2[CH:9]3[CH2:13][CH:5]([CH2:6][NH:7][CH2:8]3)[C:4]=2[CH:3]=1, predict the reactants needed to synthesize it. The reactants are: [Cl:1][C:2]1[CH:12]=[CH:11][C:10]2[CH:9]3[CH2:13][CH:5]([CH2:6][N:7](C(=O)C(F)(F)F)[CH2:8]3)[C:4]=2[CH:3]=1.C([O-])([O-])=O.[Na+].[Na+]. (3) Given the product [CH3:24][N:23]1[C:19]([C:17]([NH:16][C:11]2[CH:10]=[C:9]([CH:14]=[C:13]([CH3:15])[CH:12]=2)[O:8][C:5]2[CH:4]=[CH:3][C:2]([NH:1][C:27]([NH:26][C:29](=[O:30])[O:31][CH2:32][CH3:33])=[S:28])=[N:7][CH:6]=2)=[O:18])=[CH:20][C:21]([CH3:25])=[N:22]1, predict the reactants needed to synthesize it. The reactants are: [NH2:1][C:2]1[N:7]=[CH:6][C:5]([O:8][C:9]2[CH:10]=[C:11]([NH:16][C:17]([C:19]3[N:23]([CH3:24])[N:22]=[C:21]([CH3:25])[CH:20]=3)=[O:18])[CH:12]=[C:13]([CH3:15])[CH:14]=2)=[CH:4][CH:3]=1.[N:26]([C:29]([O:31][CH2:32][CH3:33])=[O:30])=[C:27]=[S:28].